Dataset: Forward reaction prediction with 1.9M reactions from USPTO patents (1976-2016). Task: Predict the product of the given reaction. Given the reactants FC(F)(F)C([NH:5][CH2:6][CH2:7][CH:8]([OH:24])[C:9]1[CH:14]=[CH:13][CH:12]=[C:11]([C:15]#[C:16][CH:17]2[CH2:22][CH2:21][CH2:20][CH2:19][CH:18]2[OH:23])[CH:10]=1)=O.N.CO, predict the reaction product. The product is: [NH2:5][CH2:6][CH2:7][CH:8]([C:9]1[CH:10]=[C:11]([C:15]#[C:16][CH:17]2[CH2:22][CH2:21][CH2:20][CH2:19][CH:18]2[OH:23])[CH:12]=[CH:13][CH:14]=1)[OH:24].